Dataset: NCI-60 drug combinations with 297,098 pairs across 59 cell lines. Task: Regression. Given two drug SMILES strings and cell line genomic features, predict the synergy score measuring deviation from expected non-interaction effect. (1) Drug 1: CN1CCC(CC1)COC2=C(C=C3C(=C2)N=CN=C3NC4=C(C=C(C=C4)Br)F)OC. Drug 2: COC1=CC(=CC(=C1O)OC)C2C3C(COC3=O)C(C4=CC5=C(C=C24)OCO5)OC6C(C(C7C(O6)COC(O7)C8=CC=CS8)O)O. Cell line: HOP-62. Synergy scores: CSS=40.2, Synergy_ZIP=-0.120, Synergy_Bliss=-0.131, Synergy_Loewe=-21.4, Synergy_HSA=-0.0651. (2) Drug 1: CC1OCC2C(O1)C(C(C(O2)OC3C4COC(=O)C4C(C5=CC6=C(C=C35)OCO6)C7=CC(=C(C(=C7)OC)O)OC)O)O. Drug 2: CC1=C(N=C(N=C1N)C(CC(=O)N)NCC(C(=O)N)N)C(=O)NC(C(C2=CN=CN2)OC3C(C(C(C(O3)CO)O)O)OC4C(C(C(C(O4)CO)O)OC(=O)N)O)C(=O)NC(C)C(C(C)C(=O)NC(C(C)O)C(=O)NCCC5=NC(=CS5)C6=NC(=CS6)C(=O)NCCC[S+](C)C)O. Cell line: 786-0. Synergy scores: CSS=44.9, Synergy_ZIP=-0.686, Synergy_Bliss=0.197, Synergy_Loewe=1.56, Synergy_HSA=4.19. (3) Drug 1: C1CCC(CC1)NC(=O)N(CCCl)N=O. Drug 2: CCCCC(=O)OCC(=O)C1(CC(C2=C(C1)C(=C3C(=C2O)C(=O)C4=C(C3=O)C=CC=C4OC)O)OC5CC(C(C(O5)C)O)NC(=O)C(F)(F)F)O. Cell line: SF-268. Synergy scores: CSS=22.2, Synergy_ZIP=0.927, Synergy_Bliss=-1.14, Synergy_Loewe=-0.115, Synergy_HSA=-0.919.